This data is from Reaction yield outcomes from USPTO patents with 853,638 reactions. The task is: Predict the reaction yield, written as a fraction of the theoretical maximum amount of product (1.0 means a 100% yield; for example, 0.34 means a 34% yield). (1) The reactants are [Cl:1][C:2]1[CH:7]=[C:6]([N+:8]([O-:10])=[O:9])[C:5]([F:11])=[CH:4][C:3]=1[OH:12].C([O-])([O-])=O.[K+].[K+].[CH:19](Br)([CH3:21])[CH3:20]. The catalyst is CN(C=O)C.O. The product is [Cl:1][C:2]1[CH:7]=[C:6]([N+:8]([O-:10])=[O:9])[C:5]([F:11])=[CH:4][C:3]=1[O:12][CH:19]([CH3:21])[CH3:20]. The yield is 0.820. (2) The reactants are C([N:8]1[CH2:13][CH2:12][C@@H:11]([NH:14][C@H:15]([C:17]2[CH:22]=[CH:21][CH:20]=[CH:19][CH:18]=2)[CH3:16])[C@H:10]([CH2:23][CH3:24])[CH2:9]1)C1C=CC=CC=1.ClC(OC(Cl)C)=O. The catalyst is ClCCCl. The product is [CH2:23]([C@H:10]1[C@H:11]([NH:14][C@H:15]([C:17]2[CH:18]=[CH:19][CH:20]=[CH:21][CH:22]=2)[CH3:16])[CH2:12][CH2:13][NH:8][CH2:9]1)[CH3:24]. The yield is 0.910. (3) The reactants are [C:1]([O:5][C:6]([C:8]1[CH:13]=[CH:12][C:11]([C:14]2[C:15]([CH3:47])([CH3:46])[C@H:16]3[C@:29]([CH3:32])([CH2:30][CH:31]=2)[C@@H:28]2[C@:19]([CH3:45])([C@@:20]4([CH3:44])[C@H:25]([CH2:26][CH2:27]2)[C@H:24]2[C@H:33]([C:36]([CH2:38][NH:39][CH3:40])=[CH2:37])[CH2:34][CH2:35][C@:23]2([C:41]([OH:43])=[O:42])[CH2:22][CH2:21]4)[CH2:18][CH2:17]3)=[CH:10][CH:9]=1)=[O:7])([CH3:4])([CH3:3])[CH3:2].CCN(C(C)C)C(C)C.Cl[C:58](=[O:65])[CH2:59][CH2:60][C:61]([O:63][CH3:64])=[O:62]. The catalyst is ClCCCl.CN(C1C=CN=CC=1)C.O.Cl. The product is [C:1]([O:5][C:6]([C:8]1[CH:13]=[CH:12][C:11]([C:14]2[C:15]([CH3:47])([CH3:46])[C@H:16]3[C@:29]([CH3:32])([CH2:30][CH:31]=2)[C@@H:28]2[C@:19]([CH3:45])([C@@:20]4([CH3:44])[C@H:25]([CH2:26][CH2:27]2)[C@H:24]2[C@H:33]([C:36]([CH2:38][N:39]([CH3:40])[C:58](=[O:65])[CH2:59][CH2:60][C:61]([O:63][CH3:64])=[O:62])=[CH2:37])[CH2:34][CH2:35][C@:23]2([C:41]([OH:43])=[O:42])[CH2:22][CH2:21]4)[CH2:18][CH2:17]3)=[CH:10][CH:9]=1)=[O:7])([CH3:2])([CH3:3])[CH3:4]. The yield is 0.500.